This data is from NCI-60 drug combinations with 297,098 pairs across 59 cell lines. The task is: Regression. Given two drug SMILES strings and cell line genomic features, predict the synergy score measuring deviation from expected non-interaction effect. Drug 1: CC1C(C(CC(O1)OC2CC(CC3=C2C(=C4C(=C3O)C(=O)C5=C(C4=O)C(=CC=C5)OC)O)(C(=O)C)O)N)O.Cl. Drug 2: CCCCCOC(=O)NC1=NC(=O)N(C=C1F)C2C(C(C(O2)C)O)O. Cell line: UO-31. Synergy scores: CSS=11.3, Synergy_ZIP=-4.52, Synergy_Bliss=-3.96, Synergy_Loewe=-1.53, Synergy_HSA=-1.28.